Task: Predict the product of the given reaction.. Dataset: Forward reaction prediction with 1.9M reactions from USPTO patents (1976-2016) (1) Given the reactants [Br:1][C:2]1[CH:3]=[CH:4][C:5]([O:13][Si:14]([C:17]([CH3:20])([CH3:19])[CH3:18])([CH3:16])[CH3:15])=[C:6]([CH2:8][C:9]([O:11][CH3:12])=[O:10])[CH:7]=1.[Li+].CC([N-]C(C)C)C.N(C(C)C)C(C)C.[Li]CCCC.[F:41][C:42]1[CH:50]=[CH:49][C:45]([C:46](Cl)=[O:47])=[CH:44][CH:43]=1, predict the reaction product. The product is: [Br:1][C:2]1[CH:3]=[CH:4][C:5]([O:13][Si:14]([C:17]([CH3:20])([CH3:19])[CH3:18])([CH3:15])[CH3:16])=[C:6]([CH:8]([C:46]([C:45]2[CH:49]=[CH:50][C:42]([F:41])=[CH:43][CH:44]=2)=[O:47])[C:9]([O:11][CH3:12])=[O:10])[CH:7]=1. (2) Given the reactants [CH2:1]([C:3]1[O:4][C:5]2[CH:6]=[CH:7][C:8]3[CH2:14][CH2:13][NH:12][CH2:11][CH2:10][C:9]=3[C:15]=2[N:16]=1)[CH3:2].[Cl:17][CH2:18][CH2:19][CH2:20][S:21][C:22]1[N:26]([CH3:27])[C:25]([C:28]2[O:32][CH:31]=[N:30][C:29]=2[CH3:33])=[N:24][N:23]=1, predict the reaction product. The product is: [ClH:17].[CH2:1]([C:3]1[O:4][C:5]2[CH:6]=[CH:7][C:8]3[CH2:14][CH2:13][N:12]([CH2:18][CH2:19][CH2:20][S:21][C:22]4[N:26]([CH3:27])[C:25]([C:28]5[O:32][CH:31]=[N:30][C:29]=5[CH3:33])=[N:24][N:23]=4)[CH2:11][CH2:10][C:9]=3[C:15]=2[N:16]=1)[CH3:2]. (3) Given the reactants C1(C)C=CC(S(O)(=O)=O)=CC=1.[NH2:12][C@@H:13]1[CH2:18][CH2:17][N:16]([C:19]([O:21][C:22]([CH3:25])([CH3:24])[CH3:23])=[O:20])[CH2:15][C@H:14]1[C:26]1[CH:31]=[CH:30][C:29]([Cl:32])=[C:28]([Cl:33])[CH:27]=1.[F:34][C:35]([F:50])([F:49])[C:36]1[CH:37]=[C:38]([CH:42]=[C:43]([C:45]([F:48])([F:47])[F:46])[CH:44]=1)[C:39](O)=[O:40].CCN=C=NCCCN(C)C.Cl.C1C=CC2N(O)N=NC=2C=1, predict the reaction product. The product is: [F:34][C:35]([F:49])([F:50])[C:36]1[CH:37]=[C:38]([C:39]([NH:12][C@@H:13]2[CH2:18][CH2:17][N:16]([C:19]([O:21][C:22]([CH3:25])([CH3:23])[CH3:24])=[O:20])[CH2:15][C@H:14]2[C:26]2[CH:31]=[CH:30][C:29]([Cl:32])=[C:28]([Cl:33])[CH:27]=2)=[O:40])[CH:42]=[C:43]([C:45]([F:46])([F:47])[F:48])[CH:44]=1. (4) Given the reactants [CH3:1][O:2][C:3]1[C:4]([NH:18][C:19]2[N:24]=[C:23]([N:25]3[CH:29]=[C:28]([CH:30]=O)[C:27]([CH3:32])=[N:26]3)[CH:22]=[CH:21][N:20]=2)=[CH:5][C:6]([N+:15]([O-])=O)=[C:7]([C:9]2[CH:14]=[CH:13][CH:12]=[CH:11][CH:10]=2)[CH:8]=1.Cl.[NH:34]1[CH2:37][CH2:36][CH2:35]1, predict the reaction product. The product is: [N:34]1([CH2:30][C:28]2[C:27]([CH3:32])=[N:26][N:25]([C:23]3[CH:22]=[CH:21][N:20]=[C:19]([NH:18][C:4]4[C:3]([O:2][CH3:1])=[CH:8][C:7]([C:9]5[CH:14]=[CH:13][CH:12]=[CH:11][CH:10]=5)=[C:6]([NH:15][C:3](=[O:2])[CH:8]=[CH2:7])[CH:5]=4)[N:24]=3)[CH:29]=2)[CH2:37][CH2:36][CH2:35]1. (5) Given the reactants [Br:1][C:2]1[CH:13]=[CH:12][C:5]([CH2:6][C:7]2([C:10]#N)[CH2:9][CH2:8]2)=[C:4](I)[CH:3]=1.[Li]CCCC.C1C[O:23]CC1, predict the reaction product. The product is: [Br:1][C:2]1[CH:13]=[C:12]2[C:5]([CH2:6][C:7]3([CH2:9][CH2:8]3)[C:10]2=[O:23])=[CH:4][CH:3]=1. (6) The product is: [NH2:46][C:47]1[C:55]([Cl:56])=[C:54]([CH2:57][N:58]2[CH2:63][CH2:62][CH2:61][C@@H:60]([NH:64][C:65](=[O:66])[O:67][C:68]([CH3:69])([CH3:70])[CH3:71])[CH2:59]2)[C:53]([CH3:72])=[CH:52][C:48]=1[C:49](=[O:50])[NH:9][CH2:8][C:7]1[CH:10]=[C:3]([Cl:2])[CH:4]=[CH:5][C:6]=1[S:11]([CH2:14][CH3:15])(=[O:13])=[O:12]. Given the reactants Cl.[Cl:2][C:3]1[CH:4]=[CH:5][C:6]([S:11]([CH2:14][CH3:15])(=[O:13])=[O:12])=[C:7]([CH:10]=1)[CH2:8][NH2:9].NC1C(Cl)=C(C=O)C(C(F)(F)F)=CC=1C(NCC1C=C(Cl)C=CC=1S(CC)(=O)=O)=O.[NH2:46][C:47]1[C:55]([Cl:56])=[C:54]([CH2:57][N:58]2[CH2:63][CH2:62][CH2:61][C@@H:60]([NH:64][C:65]([O:67][C:68]([CH3:71])([CH3:70])[CH3:69])=[O:66])[CH2:59]2)[C:53]([CH3:72])=[CH:52][C:48]=1[C:49](O)=[O:50].NC1C(Cl)=C(C=O)C(C(F)(F)F)=CC=1C(O)=O, predict the reaction product.